Dataset: Peptide-MHC class I binding affinity with 185,985 pairs from IEDB/IMGT. Task: Regression. Given a peptide amino acid sequence and an MHC pseudo amino acid sequence, predict their binding affinity value. This is MHC class I binding data. (1) The peptide sequence is YQPEREKVY. The MHC is HLA-B46:01 with pseudo-sequence HLA-B46:01. The binding affinity (normalized) is 0.0847. (2) The peptide sequence is WSASACHDGM. The binding affinity (normalized) is 0.847. The MHC is Mamu-A01 with pseudo-sequence Mamu-A01.